From a dataset of Full USPTO retrosynthesis dataset with 1.9M reactions from patents (1976-2016). Predict the reactants needed to synthesize the given product. Given the product [C:1]([N:4]1[CH2:9][CH2:8][N:7]([CH2:10][C:11]2[CH:16]=[CH:15][C:14]([F:17])=[CH:13][CH:12]=2)[C:6](=[O:18])[CH2:5]1)(=[O:3])[CH3:2], predict the reactants needed to synthesize it. The reactants are: [C:1]([N:4]1[CH:9]=[CH:8][N:7]([CH2:10][C:11]2[CH:16]=[CH:15][C:14]([F:17])=[CH:13][CH:12]=2)[C:6](=[O:18])[CH2:5]1)(=[O:3])[CH3:2].